From a dataset of NCI-60 drug combinations with 297,098 pairs across 59 cell lines. Regression. Given two drug SMILES strings and cell line genomic features, predict the synergy score measuring deviation from expected non-interaction effect. (1) Drug 1: C1=NNC2=C1C(=O)NC=N2. Drug 2: CCN(CC)CCCC(C)NC1=C2C=C(C=CC2=NC3=C1C=CC(=C3)Cl)OC. Cell line: UACC62. Synergy scores: CSS=9.63, Synergy_ZIP=-0.837, Synergy_Bliss=6.16, Synergy_Loewe=4.14, Synergy_HSA=4.11. (2) Drug 1: COC1=C(C=C2C(=C1)N=CN=C2NC3=CC(=C(C=C3)F)Cl)OCCCN4CCOCC4. Drug 2: CC1CCC2CC(C(=CC=CC=CC(CC(C(=O)C(C(C(=CC(C(=O)CC(OC(=O)C3CCCCN3C(=O)C(=O)C1(O2)O)C(C)CC4CCC(C(C4)OC)OCCO)C)C)O)OC)C)C)C)OC. Cell line: TK-10. Synergy scores: CSS=36.0, Synergy_ZIP=-1.25, Synergy_Bliss=-1.72, Synergy_Loewe=5.27, Synergy_HSA=6.11. (3) Drug 1: C1=C(C(=O)NC(=O)N1)N(CCCl)CCCl. Drug 2: CCN(CC)CCNC(=O)C1=C(NC(=C1C)C=C2C3=C(C=CC(=C3)F)NC2=O)C. Cell line: NCI-H226. Synergy scores: CSS=17.3, Synergy_ZIP=5.46, Synergy_Bliss=6.62, Synergy_Loewe=3.13, Synergy_HSA=3.94. (4) Drug 1: CC12CCC(CC1=CCC3C2CCC4(C3CC=C4C5=CN=CC=C5)C)O. Drug 2: CS(=O)(=O)OCCCCOS(=O)(=O)C. Cell line: BT-549. Synergy scores: CSS=1.000, Synergy_ZIP=-1.46, Synergy_Bliss=-0.436, Synergy_Loewe=-3.06, Synergy_HSA=-1.80. (5) Drug 1: CC1OCC2C(O1)C(C(C(O2)OC3C4COC(=O)C4C(C5=CC6=C(C=C35)OCO6)C7=CC(=C(C(=C7)OC)O)OC)O)O. Drug 2: CN(C(=O)NC(C=O)C(C(C(CO)O)O)O)N=O. Cell line: SK-MEL-28. Synergy scores: CSS=18.3, Synergy_ZIP=-7.26, Synergy_Bliss=-5.92, Synergy_Loewe=-8.85, Synergy_HSA=-5.10. (6) Drug 1: CC1=C(C=C(C=C1)NC(=O)C2=CC=C(C=C2)CN3CCN(CC3)C)NC4=NC=CC(=N4)C5=CN=CC=C5. Drug 2: CCC1(C2=C(COC1=O)C(=O)N3CC4=CC5=C(C=CC(=C5CN(C)C)O)N=C4C3=C2)O.Cl. Cell line: SW-620. Synergy scores: CSS=17.9, Synergy_ZIP=0.104, Synergy_Bliss=-4.26, Synergy_Loewe=-34.6, Synergy_HSA=-9.15.